From a dataset of Reaction yield outcomes from USPTO patents with 853,638 reactions. Predict the reaction yield, written as a fraction of the theoretical maximum amount of product (1.0 means a 100% yield; for example, 0.34 means a 34% yield). (1) The reactants are [CH3:1][C:2]1[C:10]2[C:5](=[CH:6][CH:7]=[C:8]([NH2:11])[CH:9]=2)[NH:4][N:3]=1.[Cl:12][C:13]1[CH:18]=[CH:17][C:16]([CH:19]2[CH2:24][C:23](=[O:25])[NH:22][C:21]([CH3:26])=[C:20]2[C:27](O)=[O:28])=[CH:15][CH:14]=1.C(Cl)CCl.CCN(CC)CC. The catalyst is CN(C=O)C.CCOC(C)=O.Cl. The product is [Cl:12][C:13]1[CH:14]=[CH:15][C:16]([CH:19]2[CH2:24][C:23](=[O:25])[NH:22][C:21]([CH3:26])=[C:20]2[C:27]([NH:11][C:8]2[CH:9]=[C:10]3[C:5](=[CH:6][CH:7]=2)[NH:4][N:3]=[C:2]3[CH3:1])=[O:28])=[CH:17][CH:18]=1. The yield is 0.240. (2) The reactants are [N:1]1([C:7]2[N:8]=[C:9]([N:31]3[CH2:36][CH2:35][O:34][CH2:33][CH2:32]3)[C:10]3[CH:15]=[C:14]([C:16]4[CH:17]=[C:18]([OH:22])[CH:19]=[CH:20][CH:21]=4)[N:13](COCC[Si](C)(C)C)[C:11]=3[N:12]=2)[CH2:6][CH2:5][O:4][CH2:3][CH2:2]1.[F-].[Cs+]. The catalyst is CC(C)=O. The product is [N:1]1([C:7]2[N:8]=[C:9]([N:31]3[CH2:32][CH2:33][O:34][CH2:35][CH2:36]3)[C:10]3[CH:15]=[C:14]([C:16]4[CH:17]=[C:18]([OH:22])[CH:19]=[CH:20][CH:21]=4)[NH:13][C:11]=3[N:12]=2)[CH2:6][CH2:5][O:4][CH2:3][CH2:2]1. The yield is 0.678. (3) The reactants are [CH3:1][O:2][C:3]1[C:4]([CH3:33])=[C:5]([C:24]([O:31][CH3:32])=[C:25]([O:29][CH3:30])[C:26]=1[O:27][CH3:28])[CH2:6][C:7]1[CH:8]=[CH:9][C:10]([O:17][C:18]2[CH:23]=[CH:22][CH:21]=[CH:20][CH:19]=2)=[C:11]([CH:16]=1)[C:12]([O:14]C)=[O:13].Cl. The catalyst is [OH-].[Na+].O1CCOCC1.O. The product is [CH3:1][O:2][C:3]1[C:4]([CH3:33])=[C:5]([C:24]([O:31][CH3:32])=[C:25]([O:29][CH3:30])[C:26]=1[O:27][CH3:28])[CH2:6][C:7]1[CH:8]=[CH:9][C:10]([O:17][C:18]2[CH:23]=[CH:22][CH:21]=[CH:20][CH:19]=2)=[C:11]([CH:16]=1)[C:12]([OH:14])=[O:13]. The yield is 0.980. (4) The reactants are [OH:1][C@H:2]1[CH2:6][NH:5][C@@H:4]([C:7]([OH:9])=[O:8])[CH2:3]1.[OH-].[Na+].[CH3:12][C:13]([O:16][C:17](O[C:17]([O:16][C:13]([CH3:15])([CH3:14])[CH3:12])=[O:18])=[O:18])([CH3:15])[CH3:14].C(O)(=O)CC(CC(O)=O)(C(O)=O)O. The catalyst is C1COCC1.O. The product is [C:13]([O:16][C:17]([N:5]1[CH2:6][C@H:2]([OH:1])[CH2:3][C@@H:4]1[C:7]([OH:9])=[O:8])=[O:18])([CH3:15])([CH3:14])[CH3:12]. The yield is 0.610.